From a dataset of Full USPTO retrosynthesis dataset with 1.9M reactions from patents (1976-2016). Predict the reactants needed to synthesize the given product. (1) Given the product [Cl:1][C:2]1[CH:8]=[C:7]([Cl:9])[CH:6]=[C:4]2[C:3]=1[CH:21]([C:20]1[CH:23]=[CH:24][CH:25]=[C:18]([F:17])[CH:19]=1)[CH2:22][CH:11]([C:10]([OH:14])=[O:13])[NH:5]2, predict the reactants needed to synthesize it. The reactants are: [Cl:1][C:2]1[CH:3]=[C:4]([CH:6]=[C:7]([Cl:9])[CH:8]=1)[NH2:5].[C:10]([O:14]CC)(=[O:13])[CH:11]=O.[F:17][C:18]1[CH:19]=[C:20]([CH:23]=[CH:24][CH:25]=1)[CH:21]=[CH2:22].FC(F)(F)C(O)=O.[OH-].[Na+]. (2) Given the product [F:25][C:26]1([F:32])[CH2:31][CH2:30][N:29]([C:19]([C:18]2[CH:17]=[N:16][C:15]([O:14][CH2:13][C:3]3[C:4]([C:7]4[CH:8]=[CH:9][CH:10]=[CH:11][CH:12]=4)=[N:5][O:6][C:2]=3[CH3:1])=[CH:23][CH:22]=2)=[O:21])[CH2:28][CH2:27]1, predict the reactants needed to synthesize it. The reactants are: [CH3:1][C:2]1[O:6][N:5]=[C:4]([C:7]2[CH:12]=[CH:11][CH:10]=[CH:9][CH:8]=2)[C:3]=1[CH2:13][O:14][C:15]1[CH:23]=[CH:22][C:18]([C:19]([OH:21])=O)=[CH:17][N:16]=1.Cl.[F:25][C:26]1([F:32])[CH2:31][CH2:30][NH:29][CH2:28][CH2:27]1. (3) Given the product [C:1]([C:5]1[CH:6]=[C:7]2[C:12](=[CH:13][CH:14]=1)[C:11](=[O:15])[N:10]([C:16]1[CH:21]=[CH:20][CH:19]=[C:18]([Cl:22])[C:17]=1[CH2:23][O:24][C:25](=[O:27])[CH3:26])[CH2:9][CH2:8]2)([CH3:4])([CH3:2])[CH3:3], predict the reactants needed to synthesize it. The reactants are: [C:1]([C:5]1[CH:6]=[C:7]2[C:12](=[CH:13][CH:14]=1)[C:11](=[O:15])[N:10]([C:16]1[CH:21]=[CH:20][CH:19]=[C:18]([Cl:22])[C:17]=1[CH2:23][OH:24])[CH2:9][CH2:8]2)([CH3:4])([CH3:3])[CH3:2].[C:25](OC(=O)C)(=[O:27])[CH3:26].N1C=CC=CC=1. (4) The reactants are: [C:1]([C:5]1[CH:9]=[C:8]([NH2:10])[N:7]([C:11]2[CH:16]=[CH:15][CH:14]=[CH:13][CH:12]=2)[N:6]=1)([CH3:4])([CH3:3])[CH3:2].[C:17]([O-])(O)=[O:18].[Na+].C(Cl)(Cl)=O.[NH2:26][C:27]1[CH:44]=[CH:43][C:30]([O:31][C:32]2[CH:37]=[CH:36][N:35]=[C:34]3[NH:38][C:39](=[O:42])[N:40]([CH3:41])[C:33]=23)=[CH:29][C:28]=1[F:45]. Given the product [C:1]([C:5]1[CH:9]=[C:8]([NH:10][C:17]([NH:26][C:27]2[CH:44]=[CH:43][C:30]([O:31][C:32]3[CH:37]=[CH:36][N:35]=[C:34]4[NH:38][C:39](=[O:42])[N:40]([CH3:41])[C:33]=34)=[CH:29][C:28]=2[F:45])=[O:18])[N:7]([C:11]2[CH:16]=[CH:15][CH:14]=[CH:13][CH:12]=2)[N:6]=1)([CH3:4])([CH3:2])[CH3:3], predict the reactants needed to synthesize it. (5) Given the product [N:1]1[C:10]2[C:5](=[CH:6][CH:7]=[CH:8][CH:9]=2)[CH:4]=[C:3]([C:11]([NH2:17])=[NH:12])[CH:2]=1, predict the reactants needed to synthesize it. The reactants are: [N:1]1[C:10]2[C:5](=[CH:6][CH:7]=[CH:8][CH:9]=2)[CH:4]=[C:3]([C:11]#[N:12])[CH:2]=1.C[Si]([N-:17][Si](C)(C)C)(C)C.[Li+].